Dataset: Forward reaction prediction with 1.9M reactions from USPTO patents (1976-2016). Task: Predict the product of the given reaction. (1) Given the reactants Br[C:2]1[CH:7]=[CH:6][C:5]([CH:8]([C:10]2[CH:15]=[CH:14][C:13](Br)=[CH:12][CH:11]=2)O)=[CH:4][CH:3]=1.S(Cl)(Cl)=O.[C:21]([N:28]1[CH2:33][CH2:32][NH:31][CH2:30][CH2:29]1)([O:23][C:24]([CH3:27])([CH3:26])[CH3:25])=[O:22], predict the reaction product. The product is: [C:21]([N:28]1[CH2:29][CH2:30][N:31]([CH:8]([C:10]2[CH:15]=[CH:14][CH:13]=[CH:12][CH:11]=2)[C:5]2[CH:6]=[CH:7][CH:2]=[CH:3][CH:4]=2)[CH2:32][CH2:33]1)([O:23][C:24]([CH3:27])([CH3:26])[CH3:25])=[O:22]. (2) The product is: [ClH:36].[ClH:36].[CH2:37]([O:39][C:28]([C:25]1[CH:26]=[C:27]2[C:22](=[CH:23][CH:24]=1)[NH:21][N:20]=[C:19]2[C:14]1[CH:13]=[CH:12][C:11]2[C:16](=[CH:17][CH:18]=[C:9]([O:8][CH2:7][C@@H:3]3[CH2:4][CH2:5][CH2:6][N:2]3[CH3:1])[CH:10]=2)[CH:15]=1)=[NH:29])[CH3:38]. Given the reactants [CH3:1][N:2]1[CH2:6][CH2:5][CH2:4][CH:3]1[CH2:7][O:8][C:9]1[CH:10]=[C:11]2[C:16](=[CH:17][CH:18]=1)[CH:15]=[C:14]([C:19]1[C:27]3[C:22](=[CH:23][CH:24]=[C:25]([C:28]#[N:29])[CH:26]=3)[N:21]([C@@H]3CCCCO3)[N:20]=1)[CH:13]=[CH:12]2.[ClH:36].[CH2:37]([OH:39])[CH3:38], predict the reaction product. (3) Given the reactants [C:1]1([OH:11])[C:10]2[CH2:9][CH2:8][CH2:7][CH2:6][C:5]=2[CH:4]=[CH:3][CH:2]=1.[H-].[Na+].Cl[CH2:15][O:16][CH3:17], predict the reaction product. The product is: [CH3:15][O:16][CH2:17][O:11][C:1]1[CH:2]=[CH:3][CH:4]=[C:5]2[C:10]=1[CH2:9][CH2:8][CH2:7][CH2:6]2.